From a dataset of Reaction yield outcomes from USPTO patents with 853,638 reactions. Predict the reaction yield, written as a fraction of the theoretical maximum amount of product (1.0 means a 100% yield; for example, 0.34 means a 34% yield). (1) The reactants are [F:1][C:2]1[CH:16]=[C:15]([N:17]2[CH2:20][CH:19]([OH:21])[CH2:18]2)[C:14]([F:22])=[CH:13][C:3]=1[C:4]([NH:6][C@@H:7]([CH3:12])[C:8]([F:11])([F:10])[F:9])=[O:5].C(O)(=O)C.C(O)(=O)C.IC1C=CC=CC=1.CC1(C)N([O])C(C)(C)CCC1. The catalyst is C(Cl)Cl.CCOC(C)=O. The product is [F:1][C:2]1[CH:16]=[C:15]([N:17]2[CH2:20][C:19](=[O:21])[CH2:18]2)[C:14]([F:22])=[CH:13][C:3]=1[C:4]([NH:6][C@@H:7]([CH3:12])[C:8]([F:11])([F:9])[F:10])=[O:5]. The yield is 0.720. (2) The reactants are [CH3:1][O:2][C:3](=[O:13])[C:4]1[CH:12]=[CH:11][CH:10]=[C:6]([C:7](O)=O)[CH:5]=1.C1N=CN(C(N2C=NC=C2)=O)C=1.[CH3:26][O:27][C:28]1[CH:33]=[CH:32][C:31]([C:34]2[CH:39]=[CH:38][N:37]=[C:36]([NH2:40])[C:35]=2[NH2:41])=[CH:30][CH:29]=1.O. The catalyst is CN(C=O)C. The product is [CH3:26][O:27][C:28]1[CH:29]=[CH:30][C:31]([C:34]2[CH:39]=[CH:38][N:37]=[C:36]3[NH:40][C:7]([C:6]4[CH:5]=[C:4]([CH:12]=[CH:11][CH:10]=4)[C:3]([O:2][CH3:1])=[O:13])=[N:41][C:35]=23)=[CH:32][CH:33]=1. The yield is 0.710. (3) The reactants are [NH:1]([C:3]([NH:5][C:6]1[S:7][C:8]([C:12]([O:14][CH2:15][CH3:16])=[O:13])=[C:9]([CH3:11])[N:10]=1)=[O:4])[NH2:2].[CH:17](OCC)(OCC)OCC. No catalyst specified. The product is [CH3:11][C:9]1[N:10]=[C:6]([N:5]2[C:3](=[O:4])[NH:1][N:2]=[CH:17]2)[S:7][C:8]=1[C:12]([O:14][CH2:15][CH3:16])=[O:13]. The yield is 0.800. (4) The reactants are [CH3:1][O:2][C:3]1[CH:8]=[CH:7][C:6]([C:9](=O)[C:10]2[CH:15]=[CH:14][CH:13]=[CH:12][CH:11]=2)=[CH:5][CH:4]=1. The catalyst is C1COCC1.[Zn]. The product is [CH3:1][O:2][C:3]1[CH:8]=[CH:7][C:6]([C:9]([C:10]2[CH:15]=[CH:14][CH:13]=[CH:12][CH:11]=2)=[C:9]([C:6]2[CH:5]=[CH:4][C:3]([O:2][CH3:1])=[CH:8][CH:7]=2)[C:10]2[CH:11]=[CH:12][CH:13]=[CH:14][CH:15]=2)=[CH:5][CH:4]=1. The yield is 0.910. (5) The reactants are [Br:1][C:2]1[CH:7]=[CH:6][C:5]([C:8]([CH3:10])=[CH2:9])=[CH:4][CH:3]=1.[Br-].C1([PH+](C2C=CC=CC=2)C2C=CC=CC=2)C=CC=CC=1.[Li]CCCC.BrC1C=CC(C(=O)C)=C([Cl:46])C=1. The catalyst is CS(C)=O. The product is [Br:1][C:2]1[CH:7]=[CH:6][C:5]([C:8]([CH3:10])=[CH2:9])=[C:4]([Cl:46])[CH:3]=1. The yield is 0.500. (6) The reactants are Cl.P(O)(O)(O)=O.[CH3:7][C:8]1[N:9]([CH2:13][CH2:14][C:15]([C:25]2[CH:30]=[CH:29][CH:28]=[CH:27][CH:26]=2)([C:19]2[CH:24]=[CH:23][CH:22]=[CH:21][CH:20]=2)[C:16]([NH2:18])=[O:17])[CH:10]=[CH:11][N:12]=1.C. The catalyst is O. The product is [CH3:7][C:8]1[N:9]([CH2:13][CH2:14][C:15]([C:25]2[CH:26]=[CH:27][CH:28]=[CH:29][CH:30]=2)([C:19]2[CH:20]=[CH:21][CH:22]=[CH:23][CH:24]=2)[C:16]([NH2:18])=[O:17])[CH:10]=[CH:11][N:12]=1. The yield is 0.763. (7) The reactants are [Br:1][C:2]1[CH:7]=[CH:6][C:5]([N:8]2[C:13]3[N:14]([CH3:31])[C:15](=[O:30])[C:16]([CH3:29])=[C:17](OS(C4C=CC(C)=CC=4)(=O)=O)[C:12]=3[C:11](=[O:32])[N:10]([CH:33]3[CH2:35][CH2:34]3)[C:9]2=[O:36])=[CH:4][CH:3]=1.[NH2:37][C:38]1[CH:43]=[CH:42][CH:41]=[CH:40][CH:39]=1. The catalyst is C(OCC)C.CCCCCC. The product is [Br:1][C:2]1[CH:7]=[CH:6][C:5]([N:8]2[C:13]3[N:14]([CH3:31])[C:15](=[O:30])[C:16]([CH3:29])=[C:17]([NH:37][C:38]4[CH:43]=[CH:42][CH:41]=[CH:40][CH:39]=4)[C:12]=3[C:11](=[O:32])[N:10]([CH:33]3[CH2:35][CH2:34]3)[C:9]2=[O:36])=[CH:4][CH:3]=1. The yield is 0.930. (8) The reactants are [NH2:1][C@:2]12[CH2:37][CH2:36][C@@H:35]([C:38]([CH3:40])=[CH2:39])[C@@H:3]1[C@@H:4]1[C@@:17]([CH3:20])([CH2:18][CH2:19]2)[C@@:16]2([CH3:21])[C@@H:7]([C@:8]3([CH3:34])[C@@H:13]([CH2:14][CH2:15]2)[C:12]([CH3:23])([CH3:22])[C:11]([C:24]2[CH:33]=[CH:32][C:27]([C:28]([O:30]C)=[O:29])=[CH:26][CH:25]=2)=[CH:10][CH2:9]3)[CH2:6][CH2:5]1.CN(C)CCC(N[C@]12CC[C@@H](C(C)=C)[C@@H]1[C@@H]1[C@@](C)(CC2)[C@@]2(C)[C@@H]([C@]3(C)[C@@H](CC2)C(C)(C)C(C2C=CC(C(O)=O)=CC=2)=CC3)CC1)=O.[CH3:87][O:88][CH2:89][CH2:90][N:91]([CH3:96])[CH2:92][C:93](O)=[O:94]. No catalyst specified. The product is [CH3:87][O:88][CH2:89][CH2:90][N:91]([CH3:96])[CH2:92][C:93]([NH:1][C@:2]12[CH2:37][CH2:36][C@@H:35]([C:38]([CH3:40])=[CH2:39])[C@@H:3]1[C@@H:4]1[C@@:17]([CH3:20])([CH2:18][CH2:19]2)[C@@:16]2([CH3:21])[C@@H:7]([C@:8]3([CH3:34])[C@@H:13]([CH2:14][CH2:15]2)[C:12]([CH3:23])([CH3:22])[C:11]([C:24]2[CH:25]=[CH:26][C:27]([C:28]([OH:30])=[O:29])=[CH:32][CH:33]=2)=[CH:10][CH2:9]3)[CH2:6][CH2:5]1)=[O:94]. The yield is 0.380.